This data is from Reaction yield outcomes from USPTO patents with 853,638 reactions. The task is: Predict the reaction yield, written as a fraction of the theoretical maximum amount of product (1.0 means a 100% yield; for example, 0.34 means a 34% yield). (1) The reactants are [CH3:1][N:2]1[CH2:7][C:6](=[O:8])[C:5]2[NH:9][CH:10]=[CH:11][C:4]=2[S:3]1(=[O:13])=[O:12].Br[CH2:15][CH2:16][CH2:17][CH2:18][Cl:19].C(=O)([O-])[O-].[K+].[K+]. The catalyst is CC(=O)CC. The product is [Cl:19][CH2:18][CH2:17][CH2:16][CH2:15][N:9]1[C:5]2[C:6](=[O:8])[CH2:7][N:2]([CH3:1])[S:3](=[O:13])(=[O:12])[C:4]=2[CH:11]=[CH:10]1. The yield is 1.00. (2) The reactants are [Cl:1][C:2]1(N)[CH:7]=[CH:6][C:5]([N:8]([C:12]2[CH:17]=[CH:16][CH:15]=[CH:14][C:13]=2[C:18]([F:21])([F:20])[F:19])[C:9](=[O:11])[NH2:10])=[CH:4][CH2:3]1.[C:23]([O:34][CH3:35])(=[O:33])[C:24]1[CH:32]=[CH:31][CH:30]=[C:26](C([O-])=O)[CH:25]=1.C1C=CC2N([OH:45])N=NC=2C=1.O.CN1CCOCC1.CCN=C=NCCCN(C)C.Cl.C[N:67]([CH:69]=[O:70])C. The catalyst is CCOC(C)=O. The product is [Cl:1][C:2]1([C:31]2[CH:30]=[CH:26][CH:25]=[C:24]([C:23]([O:34][CH3:35])=[O:33])[CH:32]=2)[CH:7]=[CH:6][C:5]([N:8]([C:12]2[CH:17]=[CH:16][CH:15]=[CH:14][C:13]=2[C:18]([F:21])([F:20])[F:19])[C:9](=[O:11])[NH2:10])=[C:4]([NH:67][C:69]([OH:70])=[O:45])[CH2:3]1. The yield is 0.430. (3) The reactants are O[CH2:2][C@@H:3]([CH3:16])[CH2:4][N:5]1[C:10]2[CH:11]=[CH:12][CH:13]=[CH:14][C:9]=2[O:8][CH2:7][C:6]1=[O:15].C1(P(C2C=CC=CC=2)C2C=CC=CC=2)C=CC=CC=1.N1C=CN=C1.[I:41]I. The yield is 0.800. The catalyst is C(Cl)(Cl)Cl. The product is [I:41][CH2:2][C@@H:3]([CH3:16])[CH2:4][N:5]1[C:10]2[CH:11]=[CH:12][CH:13]=[CH:14][C:9]=2[O:8][CH2:7][C:6]1=[O:15].